Dataset: Peptide-MHC class II binding affinity with 134,281 pairs from IEDB. Task: Regression. Given a peptide amino acid sequence and an MHC pseudo amino acid sequence, predict their binding affinity value. This is MHC class II binding data. (1) The peptide sequence is LNKFVSPKSVIGRFV. The MHC is DRB1_0802 with pseudo-sequence DRB1_0802. The binding affinity (normalized) is 0.511. (2) The MHC is HLA-DQA10401-DQB10402 with pseudo-sequence HLA-DQA10401-DQB10402. The binding affinity (normalized) is 0.560. The peptide sequence is AAATAGTTIYGAFAA. (3) The peptide sequence is GEIYKRWIILGLNKIVRMY. The MHC is HLA-DPA10301-DPB10402 with pseudo-sequence HLA-DPA10301-DPB10402. The binding affinity (normalized) is 0.547. (4) The peptide sequence is GELQIVDKIDAAFEI. The MHC is DRB1_0802 with pseudo-sequence DRB1_0802. The binding affinity (normalized) is 0.525.